From a dataset of Reaction yield outcomes from USPTO patents with 853,638 reactions. Predict the reaction yield, written as a fraction of the theoretical maximum amount of product (1.0 means a 100% yield; for example, 0.34 means a 34% yield). (1) The reactants are IC1C=C2C(=CC=1)NC(=O)C2=O.C(C1C=CC(B(O)O)=CC=1)(C)(C)C.[C:26]([O-:29])(O)=[O:27].[Na+].[C:31]([C:35]1[CH:40]=[CH:39][C:38]([C:41]2[CH:42]=[C:43]3[C:47](=[CH:48][CH:49]=2)[NH:46]C(=O)C3=O)=[CH:37][CH:36]=1)([CH3:34])([CH3:33])[CH3:32]. The catalyst is COCCOC.C1C=CC([P]([Pd]([P](C2C=CC=CC=2)(C2C=CC=CC=2)C2C=CC=CC=2)([P](C2C=CC=CC=2)(C2C=CC=CC=2)C2C=CC=CC=2)[P](C2C=CC=CC=2)(C2C=CC=CC=2)C2C=CC=CC=2)(C2C=CC=CC=2)C2C=CC=CC=2)=CC=1. The product is [NH2:46][C:47]1[CH:43]=[CH:42][C:41]([C:38]2[CH:39]=[CH:40][C:35]([C:31]([CH3:34])([CH3:33])[CH3:32])=[CH:36][CH:37]=2)=[CH:49][C:48]=1[C:26]([OH:29])=[O:27]. The yield is 0.610. (2) The reactants are [CH3:1][O:2][C:3](=[O:32])[NH:4][CH:5]([C:9]([N:11]1[CH2:15][CH2:14][CH2:13][CH:12]1[C:16]1[NH:17][C:18]([C:21]2[CH:30]=[CH:29][C:28]3[C:23](=[CH:24][CH:25]=[C:26](Br)[CH:27]=3)[CH:22]=2)=[CH:19][N:20]=1)=[O:10])[CH:6]([CH3:8])[CH3:7].C(OC(N1CCCC1C1NC(C2C=CC3C(=CC=C([C:60]4[CH:65]=[CH:64][C:63]([C:66]5[NH:67][C:68]([CH:71]6[CH:76]7[CH2:77][CH:73]([CH2:74][CH2:75]7)[N:72]6[C:78](=[O:88])[CH:79]([NH:83][C:84]([O:86][CH3:87])=[O:85])[CH:80]([CH3:82])[CH3:81])=[N:69][CH:70]=5)=[CH:62][CH:61]=4)C=3)C=2)=CN=1)=O)(C)(C)C. No catalyst specified. The product is [CH3:1][O:2][C:3](=[O:32])[NH:4][CH:5]([C:9]([N:11]1[CH2:15][CH2:14][CH2:13][CH:12]1[C:16]1[NH:17][C:18]([C:21]2[CH:30]=[CH:29][C:28]3[C:23](=[CH:24][CH:25]=[C:26]([C:60]4[CH:61]=[CH:62][C:63]([C:66]5[NH:67][C:68]([CH:71]6[CH:76]7[CH2:77][CH:73]([CH2:74][CH2:75]7)[N:72]6[C:78](=[O:88])[CH:79]([NH:83][C:84]([O:86][CH3:87])=[O:85])[CH:80]([CH3:82])[CH3:81])=[N:69][CH:70]=5)=[CH:64][CH:65]=4)[CH:27]=3)[CH:22]=2)=[CH:19][N:20]=1)=[O:10])[CH:6]([CH3:8])[CH3:7]. The yield is 0.240. (3) The reactants are [Cl:1][C:2]1[CH:7]=[CH:6][C:5]([C:8](=[NH:20])[NH:9][C:10]2[CH:15]=[CH:14][C:13]([S:16]([CH3:19])(=[O:18])=[O:17])=[CH:12][CH:11]=2)=[CH:4][CH:3]=1.C(=O)(O)[O-].[Na+].[F:26][C:27]1[CH:28]=[C:29]([CH:34]=[CH:35][CH:36]=1)[C:30](=O)[CH2:31]Br. The catalyst is C(O)(C)C. The product is [Cl:1][C:2]1[CH:3]=[CH:4][C:5]([C:8]2[N:9]([C:10]3[CH:15]=[CH:14][C:13]([S:16]([CH3:19])(=[O:17])=[O:18])=[CH:12][CH:11]=3)[CH:31]=[C:30]([C:29]3[CH:34]=[CH:35][CH:36]=[C:27]([F:26])[CH:28]=3)[N:20]=2)=[CH:6][CH:7]=1. The yield is 0.500. (4) The reactants are [CH3:1][CH:2]([CH2:4][CH2:5][CH2:6][C@H:7]([C@@H:9]1[C@:27]2([CH3:28])[C@H:12]([C@H:13]3[C@H:24]([CH2:25][CH2:26]2)[C@:22]2([CH3:23])[C:16]([CH2:17][C@H:18]([CH2:20][CH2:21]2)[OH:19])=[CH:15][CH2:14]3)[CH2:11][CH2:10]1)[CH3:8])[CH3:3].[Br:29][CH2:30][C:31](O)=[O:32].CC(N=C=NC(C)C)C. The catalyst is ClCCl.CN(C)C1C=CN=CC=1.CCCCCC.CCOC(C)=O. The product is [Br:29][CH2:30][C:31]([CH2:3][CH:2]([CH2:4][CH2:5][CH2:6][C@H:7]([C@@H:9]1[C@:27]2([CH3:28])[C@H:12]([C@H:13]3[C@H:24]([CH2:25][CH2:26]2)[C@:22]2([CH3:23])[C:16]([CH2:17][C@H:18]([CH2:20][CH2:21]2)[OH:19])=[CH:15][CH2:14]3)[CH2:11][CH2:10]1)[CH3:8])[CH3:1])=[O:32]. The yield is 0.730. (5) The reactants are [Cl:1][C:2]1[CH:7]=[C:6]([O:8][C:9]2[C:18]3[C:13](=[CH:14][C:15]([OH:21])=[C:16]([O:19][CH3:20])[CH:17]=3)[N:12]=[CH:11][N:10]=2)[CH:5]=[CH:4][C:3]=1[NH:22][C:23]([NH:25][CH2:26][CH2:27][CH3:28])=[O:24].C(=O)([O-])[O-].[K+].[K+].[Br:35][CH2:36][CH2:37]Br. The catalyst is CN(C)C=O. The product is [Br:35][CH2:36][CH2:37][O:21][C:15]1[CH:14]=[C:13]2[C:18]([C:9]([O:8][C:6]3[CH:5]=[CH:4][C:3]([NH:22][C:23]([NH:25][CH2:26][CH2:27][CH3:28])=[O:24])=[C:2]([Cl:1])[CH:7]=3)=[N:10][CH:11]=[N:12]2)=[CH:17][C:16]=1[O:19][CH3:20]. The yield is 0.620. (6) The reactants are [CH3:1][O:2][C:3]1[CH:12]=[C:11]([N+:13]([O-:15])=[O:14])[CH:10]=[CH:9][C:4]=1[O:5][CH2:6][CH2:7][OH:8].N1C=CC=CC=1.[C:22](Cl)(=[O:24])[CH3:23]. The catalyst is C1COCC1. The product is [C:22]([O:8][CH2:7][CH2:6][O:5][C:4]1[CH:9]=[CH:10][C:11]([N+:13]([O-:15])=[O:14])=[CH:12][C:3]=1[O:2][CH3:1])(=[O:24])[CH3:23]. The yield is 0.910. (7) The reactants are [CH3:1][O:2][C:3](=[O:17])[C:4]1[CH:9]=[CH:8][C:7]([O:10][N:11]=C(C)C)=[C:6]([C:15]#[N:16])[CH:5]=1. The catalyst is Cl.CO. The product is [CH3:1][O:2][C:3]([C:4]1[CH:9]=[CH:8][C:7]2[O:10][N:11]=[C:15]([NH2:16])[C:6]=2[CH:5]=1)=[O:17]. The yield is 0.840. (8) The yield is 0.750. The reactants are Cl.C(OC([N:9]1[CH2:14][CH2:13][C@:12]([C:16]2[CH:21]=[CH:20][C:19]([O:22][CH2:23][CH2:24][O:25][C:26]3[C:31]([Cl:32])=[CH:30][C:29]([CH3:33])=[CH:28][C:27]=3[Cl:34])=[CH:18][CH:17]=2)([OH:15])[C@H:11]([C:35](=[O:52])[N:36]([CH2:40][C:41]2[CH:46]=[C:45]([CH2:47][CH2:48][O:49][CH3:50])[CH:44]=[CH:43][C:42]=2[Cl:51])[CH:37]2[CH2:39][CH2:38]2)[CH2:10]1)=O)(C)(C)C. The product is [Cl:51][C:42]1[CH:43]=[CH:44][C:45]([CH2:47][CH2:48][O:49][CH3:50])=[CH:46][C:41]=1[CH2:40][N:36]([CH:37]1[CH2:39][CH2:38]1)[C:35]([C@@H:11]1[C@:12]([C:16]2[CH:21]=[CH:20][C:19]([O:22][CH2:23][CH2:24][O:25][C:26]3[C:27]([Cl:34])=[CH:28][C:29]([CH3:33])=[CH:30][C:31]=3[Cl:32])=[CH:18][CH:17]=2)([OH:15])[CH2:13][CH2:14][NH:9][CH2:10]1)=[O:52]. The catalyst is C(Cl)Cl. (9) The reactants are [C:1]([CH2:3][CH2:4][N:5]([CH3:15])[C:6]1[S:7][CH:8]=[C:9]([C:11](OC)=[O:12])[N:10]=1)#[N:2].[BH4-].[Na+].[Cl-].[Ca+2].[Cl-]. The catalyst is C(O)C. The product is [OH:12][CH2:11][C:9]1[N:10]=[C:6]([N:5]([CH3:15])[CH2:4][CH2:3][C:1]#[N:2])[S:7][CH:8]=1. The yield is 0.180. (10) The reactants are O[Li].O.C([O:6][C:7](=[O:17])[CH2:8][NH:9][C:10]([C:12]1[S:13][CH:14]=[CH:15][CH:16]=1)=[O:11])C.C1COCC1.O. The catalyst is CO. The product is [S:13]1[CH:14]=[CH:15][CH:16]=[C:12]1[C:10]([NH:9][CH2:8][C:7]([OH:17])=[O:6])=[O:11]. The yield is 0.700.